This data is from Forward reaction prediction with 1.9M reactions from USPTO patents (1976-2016). The task is: Predict the product of the given reaction. (1) Given the reactants F[C:2]1[CH:3]=[C:4](C[CH2:20][C:21]([O:23][CH2:24][CH3:25])=[O:22])[CH:5]=[CH:6][C:7]=1OCC1C(C)=CC(C)=CC=1C.[OH-].[Na+].Cl, predict the reaction product. The product is: [C:21]([O:23][CH2:24][CH3:25])(=[O:22])[CH3:20].[CH3:4][CH2:3][CH2:2][CH2:7][CH2:6][CH3:5]. (2) Given the reactants [CH2:1]([O:3][C:4]([C:6]1[S:10][C:9]([C:11]2[CH:16]=[CH:15][C:14]([Cl:17])=[CH:13][CH:12]=2)=[N:8][C:7]=1[CH3:18])=[O:5])[CH3:2].[Br:19]N1C(=O)CCC1=O, predict the reaction product. The product is: [CH2:1]([O:3][C:4]([C:6]1[S:10][C:9]([C:11]2[CH:12]=[CH:13][C:14]([Cl:17])=[CH:15][CH:16]=2)=[N:8][C:7]=1[CH2:18][Br:19])=[O:5])[CH3:2]. (3) Given the reactants [CH3:1][O:2][CH2:3][CH2:4][CH2:5][CH2:6][N:7]1[C:15]2[C:10](=[CH:11][CH:12]=[CH:13][CH:14]=2)[CH:9]=[C:8]1[C:16]([OH:18])=O.[CH3:19][CH:20]([CH3:44])[CH2:21][NH:22][C@H:23]1[CH2:28][C@@H:27]([C:29]([N:31]2[CH2:36][CH2:35][O:34][CH2:33][CH2:32]2)=[O:30])[CH2:26][N:25]([C:37]([O:39][C:40]([CH3:43])([CH3:42])[CH3:41])=[O:38])[CH2:24]1.C(N(CC)C(C)C)(C)C.F[P-](F)(F)(F)(F)F.ClC(N(C)C)=[N+](C)C, predict the reaction product. The product is: [CH3:1][O:2][CH2:3][CH2:4][CH2:5][CH2:6][N:7]1[C:15]2[C:10](=[CH:11][CH:12]=[CH:13][CH:14]=2)[CH:9]=[C:8]1[C:16]([N:22]([CH2:21][CH:20]([CH3:44])[CH3:19])[C@H:23]1[CH2:28][C@@H:27]([C:29]([N:31]2[CH2:36][CH2:35][O:34][CH2:33][CH2:32]2)=[O:30])[CH2:26][N:25]([C:37]([O:39][C:40]([CH3:41])([CH3:42])[CH3:43])=[O:38])[CH2:24]1)=[O:18]. (4) Given the reactants N(C(OCC)=O)=NC(OCC)=O.[CH2:13]([N:15]1[C:21]2[N:22]=[CH:23][C:24]([CH2:26][CH2:27][OH:28])=[CH:25][C:20]=2[C:19](=[O:29])[N:18]([CH3:30])[C:17]2[CH:31]=[CH:32][C:33]([C:35]([F:38])([F:37])[F:36])=[N:34][C:16]1=2)[CH3:14].O[C:40]1[C:49]2[C:44](=[CH:45][CH:46]=[CH:47][CH:48]=2)[N:43]=[CH:42][CH:41]=1.C1C=CC(P(C2C=CC=CC=2)C2C=CC=CC=2)=CC=1, predict the reaction product. The product is: [CH2:13]([N:15]1[C:21]2[N:22]=[CH:23][C:24]([CH2:26][CH2:27][O:28][C:40]3[C:49]4[C:44](=[CH:45][CH:46]=[CH:47][CH:48]=4)[N:43]=[CH:42][CH:41]=3)=[CH:25][C:20]=2[C:19](=[O:29])[N:18]([CH3:30])[C:17]2[CH:31]=[CH:32][C:33]([C:35]([F:37])([F:36])[F:38])=[N:34][C:16]1=2)[CH3:14]. (5) Given the reactants [CH2:1]([O:8][C:9](=[O:34])[NH:10][CH2:11][CH:12]([N:23]1C(=O)C2C(=CC=CC=2)C1=O)[CH2:13][O:14][C:15]1[CH:20]=[CH:19][C:18]([F:21])=[C:17]([F:22])[CH:16]=1)[C:2]1[CH:7]=[CH:6][CH:5]=[CH:4][CH:3]=1.CN, predict the reaction product. The product is: [CH2:1]([O:8][C:9](=[O:34])[NH:10][CH2:11][CH:12]([NH2:23])[CH2:13][O:14][C:15]1[CH:20]=[CH:19][C:18]([F:21])=[C:17]([F:22])[CH:16]=1)[C:2]1[CH:7]=[CH:6][CH:5]=[CH:4][CH:3]=1.